This data is from Reaction yield outcomes from USPTO patents with 853,638 reactions. The task is: Predict the reaction yield, written as a fraction of the theoretical maximum amount of product (1.0 means a 100% yield; for example, 0.34 means a 34% yield). The reactants are [OH:1][CH:2]([C:6]1[CH:11]=[CH:10][C:9]([C:12]2[N:16]=[C:15]([C:17]3[O:21][N:20]=[C:19]([C:22]4[CH:27]=[CH:26][CH:25]=[CH:24][CH:23]=4)[C:18]=3[C:28]([F:31])([F:30])[F:29])[O:14][N:13]=2)=[CH:8][CH:7]=1)[C:3]([OH:5])=O.Cl.[CH3:33][C:34]1[N:35]=[C:36]([CH2:39][NH2:40])[NH:37][CH:38]=1.CN1CCOCC1.CN(C(ON1N=NC2C=CC=NC1=2)=[N+](C)C)C.F[P-](F)(F)(F)(F)F. The catalyst is CN(C=O)C. The product is [OH:1][CH:2]([C:6]1[CH:11]=[CH:10][C:9]([C:12]2[N:16]=[C:15]([C:17]3[O:21][N:20]=[C:19]([C:22]4[CH:27]=[CH:26][CH:25]=[CH:24][CH:23]=4)[C:18]=3[C:28]([F:31])([F:30])[F:29])[O:14][N:13]=2)=[CH:8][CH:7]=1)[C:3]([NH:40][CH2:39][C:36]1[NH:37][CH:38]=[C:34]([CH3:33])[N:35]=1)=[O:5]. The yield is 0.217.